Dataset: NCI-60 drug combinations with 297,098 pairs across 59 cell lines. Task: Regression. Given two drug SMILES strings and cell line genomic features, predict the synergy score measuring deviation from expected non-interaction effect. Drug 1: CC12CCC(CC1=CCC3C2CCC4(C3CC=C4C5=CN=CC=C5)C)O. Drug 2: CC1=C(C=C(C=C1)C(=O)NC2=CC(=CC(=C2)C(F)(F)F)N3C=C(N=C3)C)NC4=NC=CC(=N4)C5=CN=CC=C5. Cell line: M14. Synergy scores: CSS=1.81, Synergy_ZIP=1.62, Synergy_Bliss=3.80, Synergy_Loewe=2.04, Synergy_HSA=2.21.